From a dataset of Reaction yield outcomes from USPTO patents with 853,638 reactions. Predict the reaction yield, written as a fraction of the theoretical maximum amount of product (1.0 means a 100% yield; for example, 0.34 means a 34% yield). (1) The catalyst is C(O)(=O)C. The yield is 0.600. The reactants are [CH2:1]([O:3][C:4]1[CH:5]=[C:6]([C:13]2[N:14]([CH3:19])[C:15](S)=[N:16][N:17]=2)[CH:7]=[CH:8][C:9]=1[N+:10]([O-:12])=[O:11])[CH3:2].ClCCl.OO.[OH-].[Na+]. The product is [CH2:1]([O:3][C:4]1[CH:5]=[C:6]([C:13]2[N:14]([CH3:19])[CH:15]=[N:16][N:17]=2)[CH:7]=[CH:8][C:9]=1[N+:10]([O-:12])=[O:11])[CH3:2]. (2) The reactants are [CH3:1][CH:2]([S:4]([NH:7][CH2:8][C@H:9]1[CH2:14][CH2:13][C@H:12]([NH:15]C(OCC2C=CC=CC=2)=O)[CH2:11][CH2:10]1)(=[O:6])=[O:5])[CH3:3]. The catalyst is CCO.[Pd]. The product is [NH2:15][C@H:12]1[CH2:13][CH2:14][C@H:9]([CH2:8][NH:7][S:4]([CH:2]([CH3:3])[CH3:1])(=[O:6])=[O:5])[CH2:10][CH2:11]1. The yield is 1.00. (3) The reactants are FC1C=C(C=C(F)C=1)C[C@H]1[C@@H]([C@H]2CCCCN2C(C2C=CC=CC=2)C2C=CC=CC=2)OC(=O)N1.[F:35][C:36]1[CH:37]=[C:38]([CH:65]=[C:66]([F:68])[CH:67]=1)[CH2:39][C@H:40]1[C@@H:44]([C@H:45]2[CH2:50][O:49][CH2:48][CH2:47][N:46]2[CH:51]([C:58]2[CH:63]=[CH:62][CH:61]=[CH:60][CH:59]=2)[C:52]2[CH:57]=[CH:56][CH:55]=[CH:54][CH:53]=2)[O:43][C:42](=[O:64])[NH:41]1.FC1C=C(C=C(F)C=1)C[C@@H]([C@@H]([C@H]1C[C@@H](OCC=C)CN1C(OC(C)(C)C)=O)O)C(O)=O.C(=O)([O-])[O-].[K+].[K+].BrC(C1C=CC=CC=1)C1C=CC=CC=1. The catalyst is C(#N)C. The product is [F:35][C:36]1[CH:37]=[C:38]([CH:65]=[C:66]([F:68])[CH:67]=1)[CH2:39][C@H:40]1[C@@H:44]([C@H:45]2[CH2:50][C@H:48]([OH:49])[CH2:47][N:46]2[CH:51]([C:52]2[CH:57]=[CH:56][CH:55]=[CH:54][CH:53]=2)[C:58]2[CH:63]=[CH:62][CH:61]=[CH:60][CH:59]=2)[O:43][C:42](=[O:64])[NH:41]1. The yield is 0.290. (4) The reactants are [OH:1][C:2]1[CH:3]=[C:4]([CH:9]=[CH:10][CH:11]=1)[C:5]([O:7][CH3:8])=[O:6].N1C(C)=CC=CC=1C.[F:20][C:21]([F:34])([F:33])[S:22](O[S:22]([C:21]([F:34])([F:33])[F:20])(=[O:24])=[O:23])(=[O:24])=[O:23]. The catalyst is C(Cl)Cl. The product is [F:20][C:21]([F:34])([F:33])[S:22]([O:1][C:2]1[CH:3]=[C:4]([CH:9]=[CH:10][CH:11]=1)[C:5]([O:7][CH3:8])=[O:6])(=[O:24])=[O:23]. The yield is 0.980. (5) The reactants are [NH2:1][C:2]1[C:10]2[C:5](=[CH:6][CH:7]=[CH:8][C:9]=2[O:11][CH3:12])[N:4]([CH2:13][C:14]2[CH:15]=[C:16]([CH:20]=[CH:21][CH:22]=2)[C:17]([NH2:19])=[O:18])[N:3]=1.[Br:23][C:24]1[S:28][C:27]([S:29](Cl)(=[O:31])=[O:30])=[CH:26][CH:25]=1.CS(C)=O. The catalyst is N1C=CC=CC=1. The product is [Br:23][C:24]1[S:28][C:27]([S:29]([NH:1][C:2]2[C:10]3[C:5](=[CH:6][CH:7]=[CH:8][C:9]=3[O:11][CH3:12])[N:4]([CH2:13][C:14]3[CH:15]=[C:16]([CH:20]=[CH:21][CH:22]=3)[C:17]([NH2:19])=[O:18])[N:3]=2)(=[O:31])=[O:30])=[CH:26][CH:25]=1. The yield is 0.120. (6) The reactants are [CH2:1]([O:3][C:4]([C:6]1[CH:7]=[N:8][C:9]([N:12]([CH2:14][C:15]2[S:23][C:22]3[C:21]([N:24]4[CH2:29][CH2:28][O:27][CH2:26][CH2:25]4)=[N:20][C:19]([C:30]4[CH:35]=[CH:34][CH:33]=[C:32]([O:36][CH2:37][CH2:38][O:39][Si](C(C)(C)C)(C)C)[CH:31]=4)=[N:18][C:17]=3[CH:16]=2)[CH3:13])=[N:10][CH:11]=1)=[O:5])[CH3:2].C1COCC1.[F-].C([N+](CCCC)(CCCC)CCCC)CCC. The catalyst is C(OCC)(=O)C. The product is [CH2:1]([O:3][C:4]([C:6]1[CH:7]=[N:8][C:9]([N:12]([CH2:14][C:15]2[S:23][C:22]3[C:21]([N:24]4[CH2:29][CH2:28][O:27][CH2:26][CH2:25]4)=[N:20][C:19]([C:30]4[CH:35]=[CH:34][CH:33]=[C:32]([O:36][CH2:37][CH2:38][OH:39])[CH:31]=4)=[N:18][C:17]=3[CH:16]=2)[CH3:13])=[N:10][CH:11]=1)=[O:5])[CH3:2]. The yield is 0.960.